Dataset: Catalyst prediction with 721,799 reactions and 888 catalyst types from USPTO. Task: Predict which catalyst facilitates the given reaction. (1) Reactant: [Br:1][C:2]1[C:3]([N+:7]([O-:9])=[O:8])=[N:4][NH:5][CH:6]=1.[H-].[Na+].Br[CH2:13][CH:14]1[CH2:16][CH2:15]1. Product: [Br:1][C:2]1[C:3]([N+:7]([O-:9])=[O:8])=[N:4][N:5]([CH2:13][CH:14]2[CH2:16][CH2:15]2)[CH:6]=1. The catalyst class is: 9. (2) Product: [CH2:21]([NH:33][S:16]([C:13]1[CH:12]=[CH:11][C:10]2[C:9](=[O:20])[C:8]3[C:3](=[CH:4][CH:5]=[CH:6][CH:7]=3)[C:2](=[O:1])[C:15]=2[CH:14]=1)(=[O:18])=[O:17])[CH2:22][CH2:23][CH2:24][CH2:25][CH2:26][CH2:27][CH2:28][CH2:29][CH2:30][CH2:31][CH3:32]. The catalyst class is: 1. Reactant: [O:1]=[C:2]1[C:15]2[CH:14]=[C:13]([S:16](Cl)(=[O:18])=[O:17])[CH:12]=[CH:11][C:10]=2[C:9](=[O:20])[C:8]2[C:3]1=[CH:4][CH:5]=[CH:6][CH:7]=2.[CH2:21]([NH2:33])[CH2:22][CH2:23][CH2:24][CH2:25][CH2:26][CH2:27][CH2:28][CH2:29][CH2:30][CH2:31][CH3:32].